Dataset: Forward reaction prediction with 1.9M reactions from USPTO patents (1976-2016). Task: Predict the product of the given reaction. (1) Given the reactants [Cl:1][C:2]1[C:3]([NH:8][C@@H:9]2[CH2:14][CH2:13][CH2:12][N:11]([C:15]([O:17][C:18]([CH3:21])([CH3:20])[CH3:19])=[O:16])[CH2:10]2)=[N:4][CH:5]=[CH:6][CH:7]=1.C[Si]([N-][Si](C)(C)C)(C)C.[Li+].[Br:32][C:33]1[CH:41]=[CH:40][C:36]([C:37](Cl)=[O:38])=[CH:35][C:34]=1[F:42], predict the reaction product. The product is: [Br:32][C:33]1[CH:41]=[CH:40][C:36]([C:37]([N:8]([C:3]2[C:2]([Cl:1])=[CH:7][CH:6]=[CH:5][N:4]=2)[C@@H:9]2[CH2:14][CH2:13][CH2:12][N:11]([C:15]([O:17][C:18]([CH3:21])([CH3:20])[CH3:19])=[O:16])[CH2:10]2)=[O:38])=[CH:35][C:34]=1[F:42]. (2) Given the reactants [O:1]1[C:5]2([CH2:10][CH2:9][CH:8]([OH:11])[CH2:7][CH2:6]2)[O:4][CH2:3][CH2:2]1.[H-].[Na+].CC1C=CC(S(O[CH2:25][CH2:26][CH2:27][CH2:28][CH2:29][CH2:30][CH2:31][O:32][CH3:33])(=O)=O)=CC=1.C(OCC)(=O)C, predict the reaction product. The product is: [CH3:33][O:32][CH2:31][CH2:30][CH2:29][CH2:28][CH2:27][CH2:26][CH2:25][O:11][CH:8]1[CH2:9][CH2:10][C:5]2([O:4][CH2:3][CH2:2][O:1]2)[CH2:6][CH2:7]1. (3) The product is: [CH3:12][O:13][C:14]([C:16]1[CH:17]=[C:18]2[C:22](=[CH:23][CH:24]=1)[N:21]([S:25]([C:28]1[CH:33]=[CH:32][CH:31]=[CH:30][CH:29]=1)(=[O:26])=[O:27])[CH:20]=[C:19]2[C:5](=[O:7])[CH3:6])=[O:15]. Given the reactants [Cl-].[Al+3].[Cl-].[Cl-].[C:5](OC(=O)C)(=[O:7])[CH3:6].[CH3:12][O:13][C:14]([C:16]1[CH:17]=[C:18]2[C:22](=[CH:23][CH:24]=1)[N:21]([S:25]([C:28]1[CH:33]=[CH:32][CH:31]=[CH:30][CH:29]=1)(=[O:27])=[O:26])[CH:20]=[CH:19]2)=[O:15], predict the reaction product. (4) The product is: [O:19]=[C:20]1[CH:21]=[C:25]([CH:27]2[CH2:32][CH2:31][N:30]([C:33]([O:35][C:36]([CH3:39])([CH3:38])[CH3:37])=[O:34])[CH2:29][CH2:28]2)[N:10]2[N:11]=[C:12]3[C:8]([C:7]([C:1]4[CH:2]=[CH:3][CH:4]=[CH:5][CH:6]=4)=[CH:15][CH:14]=[CH:13]3)=[C:9]2[NH:16]1. Given the reactants [C:1]1([C:7]2[CH:15]=[CH:14][CH:13]=[C:12]3[C:8]=2[C:9]([NH2:16])=[N:10][NH:11]3)[CH:6]=[CH:5][CH:4]=[CH:3][CH:2]=1.CC1(C)OC(=O)[CH:21]([C:25]([CH:27]2[CH2:32][CH2:31][N:30]([C:33]([O:35][C:36]([CH3:39])([CH3:38])[CH3:37])=[O:34])[CH2:29][CH2:28]2)=O)[C:20](=O)[O:19]1.P([O-])([O-])([O-])=O.[K+].[K+].[K+], predict the reaction product. (5) Given the reactants [CH2:1]([O:3][C:4](=[O:12])[C:5]1[CH:10]=[CH:9][C:8]([NH2:11])=[CH:7][CH:6]=1)[CH3:2].[CH:13]([C:15]1[CH:16]=[C:17]([CH:20]=[CH:21][CH:22]=1)[C:18]#[N:19])=O.O.[O-]S(C(F)(F)F)(=O)=O.[Yb+3].[O-]S(C(F)(F)F)(=O)=O.[O-]S(C(F)(F)F)(=O)=O.[CH2:49]=[C:50]([CH3:52])[CH3:51], predict the reaction product. The product is: [CH2:1]([O:3][C:4]([C:5]1[CH:10]=[C:9]2[C:8](=[CH:7][CH:6]=1)[NH:11][CH:13]([C:15]1[CH:22]=[CH:21][CH:20]=[C:17]([C:18]#[N:19])[CH:16]=1)[CH2:49][C:50]2([CH3:52])[CH3:51])=[O:12])[CH3:2].